Task: Predict which catalyst facilitates the given reaction.. Dataset: Catalyst prediction with 721,799 reactions and 888 catalyst types from USPTO (1) Reactant: Br[C:2]1[CH:8]=[C:7]([N+:9]([O-:11])=[O:10])[CH:6]=[CH:5][C:3]=1[NH2:4].[C:12]([CH:14]1[CH2:16][CH2:15]1)#[CH:13]. Product: [CH:14]1([C:12]#[C:13][C:2]2[CH:8]=[C:7]([N+:9]([O-:11])=[O:10])[CH:6]=[CH:5][C:3]=2[NH2:4])[CH2:16][CH2:15]1. The catalyst class is: 337. (2) Reactant: [N:1]1[C:10]2[NH:9][CH2:8][CH2:7][CH2:6][C:5]=2[CH:4]=[CH:3][C:2]=1[CH2:11][CH2:12][OH:13].C([O-])([O-])=O.[K+].[K+].[CH3:20][O:21][C:22]1[CH:29]=[CH:28][C:25]([CH2:26]Cl)=[CH:24][CH:23]=1. Product: [CH3:20][O:21][C:22]1[CH:29]=[CH:28][C:25]([CH2:26][N:9]2[C:10]3[N:1]=[C:2]([CH2:11][CH2:12][OH:13])[CH:3]=[CH:4][C:5]=3[CH2:6][CH2:7][CH2:8]2)=[CH:24][CH:23]=1. The catalyst class is: 3. (3) Reactant: [Li]CCCC.[Cl:6][C:7]1[CH:12]=[C:11]([Cl:13])[CH:10]=[C:9]([Cl:14])[N:8]=1.[CH:15](OCC)=[O:16]. Product: [Cl:6][C:7]1[C:12]([CH:15]=[O:16])=[C:11]([Cl:13])[CH:10]=[C:9]([Cl:14])[N:8]=1. The catalyst class is: 1.